Dataset: Catalyst prediction with 721,799 reactions and 888 catalyst types from USPTO. Task: Predict which catalyst facilitates the given reaction. (1) Product: [CH2:7]([C:14]1[CH:19]=[C:18]([Cl:20])[CH:17]=[CH:16][C:15]=1[O:21][CH2:25][CH2:24][CH2:23][Br:22])[C:8]1[CH:9]=[CH:10][CH:11]=[CH:12][CH:13]=1. The catalyst class is: 18. Reactant: C([O-])([O-])=O.[K+].[K+].[CH2:7]([C:14]1[CH:19]=[C:18]([Cl:20])[CH:17]=[CH:16][C:15]=1[OH:21])[C:8]1[CH:13]=[CH:12][CH:11]=[CH:10][CH:9]=1.[Br:22][CH2:23][CH2:24][CH2:25]Br.CCOC(C)=O. (2) Reactant: C[O:2][C:3](=[O:16])[C:4]1[CH:9]=[CH:8][C:7]([O:10][CH2:11][C:12]([O:14]C)=[O:13])=[CH:6][CH:5]=1.[OH-].[Na+].Cl. Product: [C:12]([CH2:11][O:10][C:7]1[CH:8]=[CH:9][C:4]([C:3]([OH:16])=[O:2])=[CH:5][CH:6]=1)([OH:14])=[O:13]. The catalyst class is: 6. (3) Reactant: [Br:1][C:2]1[CH:8]=[CH:7][C:5]([NH2:6])=[C:4]([CH3:9])[CH:3]=1.[H+].[B-](F)(F)(F)F.[N:16]([O-])=O.[Na+].CC([O-])=O.[K+]. Product: [Br:1][C:2]1[CH:3]=[C:4]2[C:5](=[CH:7][CH:8]=1)[NH:6][N:16]=[CH:9]2. The catalyst class is: 408. (4) Reactant: C[O:2][C:3]([C:5]([CH3:49])([CH3:48])[CH2:6][O:7][C:8]([N:10]1[C:18]2[C:13](=[CH:14][CH:15]=[CH:16][C:17]=2[CH2:19][N:20]([CH2:33][C:34]2[CH:39]=[C:38]([C:40]([F:43])([F:42])[F:41])[CH:37]=[C:36]([C:44]([F:47])([F:46])[F:45])[CH:35]=2)[C:21]2[N:26]=[CH:25][C:24]([N:27]3[CH2:32][CH2:31][O:30][CH2:29][CH2:28]3)=[CH:23][N:22]=2)[CH2:12][CH2:11]1)=[O:9])=[O:4].[OH-].[Na+].Cl.C(OCC)(=O)C. Product: [C:3]([C:5]([CH3:49])([CH3:48])[CH2:6][O:7][C:8]([N:10]1[C:18]2[C:13](=[CH:14][CH:15]=[CH:16][C:17]=2[CH2:19][N:20]([CH2:33][C:34]2[CH:35]=[C:36]([C:44]([F:47])([F:45])[F:46])[CH:37]=[C:38]([C:40]([F:42])([F:43])[F:41])[CH:39]=2)[C:21]2[N:26]=[CH:25][C:24]([N:27]3[CH2:32][CH2:31][O:30][CH2:29][CH2:28]3)=[CH:23][N:22]=2)[CH2:12][CH2:11]1)=[O:9])([OH:4])=[O:2]. The catalyst class is: 8. (5) Reactant: [CH2:1]([O:8][C@H:9]1[CH2:14][CH2:13][CH2:12][CH2:11][C@@H:10]1[NH:15][C:16]1[CH:23]=[C:22]([N:24]2[C:32]3[CH2:31][C:30]([CH3:34])([CH3:33])[CH2:29][C:28](=[O:35])[C:27]=3[C:26]([C:36]([F:39])([F:38])[F:37])=[N:25]2)[CH:21]=[CH:20][C:17]=1[C:18]#[N:19])[C:2]1[CH:7]=[CH:6][CH:5]=[CH:4][CH:3]=1.[OH-:40].[Na+].OO. Product: [CH2:1]([O:8][C@H:9]1[CH2:14][CH2:13][CH2:12][CH2:11][C@@H:10]1[NH:15][C:16]1[CH:23]=[C:22]([N:24]2[C:32]3[CH2:31][C:30]([CH3:34])([CH3:33])[CH2:29][C:28](=[O:35])[C:27]=3[C:26]([C:36]([F:38])([F:37])[F:39])=[N:25]2)[CH:21]=[CH:20][C:17]=1[C:18]([NH2:19])=[O:40])[C:2]1[CH:7]=[CH:6][CH:5]=[CH:4][CH:3]=1. The catalyst class is: 197. (6) Reactant: [CH3:1][C:2]([S:29]([CH3:32])(=[O:31])=[O:30])([CH2:13][CH2:14][N:15]1[CH:20]=[CH:19][C:18]([C:21]2[CH:26]=[CH:25][CH:24]=[CH:23][CH:22]=2)=[C:17]([CH3:27])[C:16]1=[O:28])[C:3]([NH:5][O:6]C1CCCCO1)=[O:4].Cl.CO. Product: [OH:6][NH:5][C:3](=[O:4])[C:2]([CH3:1])([S:29]([CH3:32])(=[O:31])=[O:30])[CH2:13][CH2:14][N:15]1[CH:20]=[CH:19][C:18]([C:21]2[CH:22]=[CH:23][CH:24]=[CH:25][CH:26]=2)=[C:17]([CH3:27])[C:16]1=[O:28]. The catalyst class is: 2.